This data is from Catalyst prediction with 721,799 reactions and 888 catalyst types from USPTO. The task is: Predict which catalyst facilitates the given reaction. Reactant: Br[C:2]1[CH:11]=[C:10]([S:12]([CH3:15])(=[O:14])=[O:13])[C:9]([O:16][CH3:17])=[CH:8][C:3]=1[C:4]([O:6][CH3:7])=[O:5].[CH2:18](B(O)O)[CH3:19].C([O-])([O-])=O.[K+].[K+]. Product: [CH3:17][O:16][C:9]1[CH:8]=[C:3]([CH:2]=[CH:11][C:10]=1[S:12]([CH3:15])(=[O:14])=[O:13])[C:4]([O:6][CH3:7])=[O:5].[CH2:18]([C:2]1[CH:11]=[C:10]([S:12]([CH3:15])(=[O:14])=[O:13])[C:9]([O:16][CH3:17])=[CH:8][C:3]=1[C:4]([O:6][CH3:7])=[O:5])[CH3:19]. The catalyst class is: 1.